From a dataset of Forward reaction prediction with 1.9M reactions from USPTO patents (1976-2016). Predict the product of the given reaction. Given the reactants I[C:2]1[CH:3]=[CH:4][C:5]([N:8]2[CH2:13][CH2:12][N:11]([CH3:14])[CH2:10][CH2:9]2)=[N:6][CH:7]=1.[Cl:15][C:16]1[CH:21]=[CH:20][C:19]([C:22]2[CH:23]=[CH:24][C:25]([C:28]#[CH:29])=[N:26][CH:27]=2)=[CH:18][CH:17]=1, predict the reaction product. The product is: [Cl:15][C:16]1[CH:17]=[CH:18][C:19]([C:22]2[CH:23]=[CH:24][C:25]([C:28]#[C:29][C:2]3[CH:3]=[CH:4][C:5]([N:8]4[CH2:13][CH2:12][N:11]([CH3:14])[CH2:10][CH2:9]4)=[N:6][CH:7]=3)=[N:26][CH:27]=2)=[CH:20][CH:21]=1.